This data is from Catalyst prediction with 721,799 reactions and 888 catalyst types from USPTO. The task is: Predict which catalyst facilitates the given reaction. Reactant: [S:1]1[CH:5]=[C:4](B(O)O)[C:3]2[CH:9]=[CH:10][CH:11]=[CH:12][C:2]1=2.[C:13]1([CH2:19][NH2:20])[CH:18]=[CH:17][CH:16]=[CH:15][CH:14]=1.O.O=[CH:23][C:24]([OH:26])=[O:25]. Product: [S:1]1[CH:5]=[C:4]([CH:23]([NH:20][CH2:19][C:13]2[CH:18]=[CH:17][CH:16]=[CH:15][CH:14]=2)[C:24]([OH:26])=[O:25])[C:3]2[CH:9]=[CH:10][CH:11]=[CH:12][C:2]1=2. The catalyst class is: 10.